This data is from Forward reaction prediction with 1.9M reactions from USPTO patents (1976-2016). The task is: Predict the product of the given reaction. (1) Given the reactants C[C:2]1[C:3]([OH:19])=[CH:4][CH:5]=[C:6]2[C:11]=1[O:10][CH2:9][CH:8]1[C:12]3[CH:18]=[CH:17][CH:16]=[CH:15][C:13]=3[O:14][CH:7]21.[H-].[Na+].[CH2:22](Br)[CH:23]=[CH2:24].Cl, predict the reaction product. The product is: [CH:23]([O:19][C:3]1[CH:2]=[C:11]2[C:6]([CH:7]3[O:14][C:13]4[CH:15]=[CH:16][CH:17]=[CH:18][C:12]=4[CH:8]3[CH2:9][O:10]2)=[CH:5][CH:4]=1)([CH3:24])[CH3:22]. (2) Given the reactants [NH2:1][C:2]1[N:3]=[CH:4][C:5]([CH2:9][CH2:10][C:11]([O:13]C)=[O:12])=[N:6][C:7]=1[Br:8].C(=O)([O-])[O-].[K+].[K+].[O-]S([O-])(=O)=O.[Na+].[Na+], predict the reaction product. The product is: [NH2:1][C:2]1[N:3]=[CH:4][C:5]([CH2:9][CH2:10][C:11]([OH:13])=[O:12])=[N:6][C:7]=1[Br:8].